From a dataset of Reaction yield outcomes from USPTO patents with 853,638 reactions. Predict the reaction yield, written as a fraction of the theoretical maximum amount of product (1.0 means a 100% yield; for example, 0.34 means a 34% yield). The reactants are Cl[C:2]1[N:7]=[C:6]([C:8]2[N:12]3[CH:13]=[CH:14][CH:15]=[CH:16][C:11]3=[N:10][C:9]=2[C:17]2[CH:18]=[CH:19][C:20]([O:34][CH2:35][CH3:36])=[C:21]([CH:33]=2)[C:22]([NH:24][C:25]2[C:30]([F:31])=[CH:29][CH:28]=[CH:27][C:26]=2[F:32])=[O:23])[CH:5]=[CH:4][N:3]=1.[CH3:37][O:38][C:39]1[CH:45]=[C:44]([N:46]2[CH2:51][CH2:50][N:49]([CH2:52][CH2:53][O:54][CH3:55])[CH2:48][CH2:47]2)[CH:43]=[CH:42][C:40]=1[NH2:41].C1(C)C=CC(S(O)(=O)=O)=CC=1.C(O)C(F)(F)F.N. The catalyst is CO.C(Cl)Cl. The product is [F:32][C:26]1[CH:27]=[CH:28][CH:29]=[C:30]([F:31])[C:25]=1[NH:24][C:22](=[O:23])[C:21]1[CH:33]=[C:17]([C:9]2[N:10]=[C:11]3[CH:16]=[CH:15][CH:14]=[CH:13][N:12]3[C:8]=2[C:6]2[CH:5]=[CH:4][N:3]=[C:2]([NH:41][C:40]3[CH:42]=[CH:43][C:44]([N:46]4[CH2:51][CH2:50][N:49]([CH2:52][CH2:53][O:54][CH3:55])[CH2:48][CH2:47]4)=[CH:45][C:39]=3[O:38][CH3:37])[N:7]=2)[CH:18]=[CH:19][C:20]=1[O:34][CH2:35][CH3:36]. The yield is 0.690.